This data is from Full USPTO retrosynthesis dataset with 1.9M reactions from patents (1976-2016). The task is: Predict the reactants needed to synthesize the given product. (1) The reactants are: Cl[C:2]1[C:7]([CH2:8][CH2:9]Cl)=[C:6]([C:11]2[CH:16]=[CH:15][CH:14]=[C:13]([O:17][CH3:18])[CH:12]=2)[N:5]=[C:4]([N:19]2[CH2:24][CH2:23][O:22][CH2:21][CH2:20]2)[N:3]=1.[NH:25]1[C:29]2[CH:30]=[CH:31][C:32]([NH2:34])=[CH:33][C:28]=2[N:27]=[CH:26]1. Given the product [NH:25]1[C:29]2[CH:30]=[CH:31][C:32]([N:34]3[C:2]4[N:3]=[C:4]([N:19]5[CH2:24][CH2:23][O:22][CH2:21][CH2:20]5)[N:5]=[C:6]([C:11]5[CH:16]=[CH:15][CH:14]=[C:13]([O:17][CH3:18])[CH:12]=5)[C:7]=4[CH2:8][CH2:9]3)=[CH:33][C:28]=2[N:27]=[CH:26]1, predict the reactants needed to synthesize it. (2) Given the product [CH3:25][C:22]1[CH:23]=[CH:24][C:19]([S:16]([N:6]([C@H:7]([C:13]([OH:15])=[O:14])[CH2:8][CH2:9][CH2:10][CH2:11][NH:12][C:77]([C@@H:55]([NH:51][C:52]([O:57][C:41]([CH3:46])([CH3:42])[CH3:40])=[O:26])[CH2:54][C:53]2[CH:69]=[CH:70][CH:71]=[CH:72][CH:67]=2)=[O:76])[CH2:2][CH:3]([CH3:4])[CH3:5])(=[O:18])=[O:17])=[CH:20][CH:21]=1, predict the reactants needed to synthesize it. The reactants are: Cl.[CH2:2]([N:6]([S:16]([C:19]1[CH:24]=[CH:23][C:22]([CH3:25])=[CH:21][CH:20]=1)(=[O:18])=[O:17])[C@H:7]([C:13]([OH:15])=[O:14])[CH2:8][CH2:9][CH2:10][CH2:11][NH2:12])[CH:3]([CH3:5])[CH3:4].[OH-:26].[Na+].[CH2:40](OC(N[C@H](C(O)=O)[CH2:40][C:41]1[CH:46]=CC=C[CH:42]=1)=O)[C:41]1[CH:46]=CC=C[CH:42]=1.O[N:51]1[C:55](=O)[CH2:54][CH2:53][C:52]1=[O:57].[CH2:71]1[CH2:72][CH2:67]C(N=C=N[CH:67]2[CH2:72][CH2:71][CH2:70][CH2:69]C2)[CH2:69][CH2:70]1.C1[CH2:77][O:76]CC1. (3) Given the product [CH2:16]([N:14]([CH2:16][C:17]1[CH:22]=[CH:21][CH:20]=[CH:19][CH:18]=1)[CH2:13][CH2:12][C:11]([O:10][CH2:8][CH3:9])=[O:15])[C:17]1[CH:22]=[CH:21][CH:20]=[CH:19][CH:18]=1, predict the reactants needed to synthesize it. The reactants are: C(=O)([O-])[O-].[Na+].[Na+].Cl.[CH2:8]([O:10][C:11](=[O:15])[CH2:12][CH2:13][NH2:14])[CH3:9].[CH2:16](Br)[C:17]1[CH:22]=[CH:21][CH:20]=[CH:19][CH:18]=1. (4) Given the product [CH:24]([N:23]([CH3:22])[C:2]1[C:3]([C:16]2[CH:21]=[CH:20][CH:19]=[CH:18][CH:17]=2)=[N:4][C:5]2[C:10]([N:11]=1)=[CH:9][C:8]([C:12]([O:14][CH3:15])=[O:13])=[CH:7][CH:6]=2)([CH3:26])[CH3:25], predict the reactants needed to synthesize it. The reactants are: Br[C:2]1[C:3]([C:16]2[CH:21]=[CH:20][CH:19]=[CH:18][CH:17]=2)=[N:4][C:5]2[C:10]([N:11]=1)=[CH:9][C:8]([C:12]([O:14][CH3:15])=[O:13])=[CH:7][CH:6]=2.[CH3:22][NH:23][CH:24]([CH3:26])[CH3:25].C(=O)([O-])[O-].[K+].[K+]. (5) Given the product [C:5]([O:9][C:10]([N:12]1[CH2:13][CH2:14][C:15]2([C:25]3[C:20](=[CH:21][CH:22]=[C:23]([Cl:26])[CH:24]=3)[N:19]([C:1](=[O:3])[CH3:2])[CH2:18]2)[CH2:16][CH2:17]1)=[O:11])([CH3:8])([CH3:6])[CH3:7], predict the reactants needed to synthesize it. The reactants are: [C:1](Cl)(=[O:3])[CH3:2].[C:5]([O:9][C:10]([N:12]1[CH2:17][CH2:16][C:15]2([C:25]3[C:20](=[CH:21][CH:22]=[C:23]([Cl:26])[CH:24]=3)[NH:19][CH2:18]2)[CH2:14][CH2:13]1)=[O:11])([CH3:8])([CH3:7])[CH3:6].C(N(CC)CC)C. (6) Given the product [NH2:40][CH2:1][CH2:4][C:5]1[CH:6]=[CH:7][C:8]([CH2:9][CH2:10][CH2:11][NH:12][C:13]2[CH:18]=[C:17]([O:19][CH3:20])[CH:16]=[CH:15][C:14]=2[C@@H:21]2[CH2:30][CH2:29][C:28]3[CH:27]=[C:26]([OH:31])[CH:25]=[CH:24][C:23]=3[CH2:22]2)=[CH:38][CH:39]=1, predict the reactants needed to synthesize it. The reactants are: [C:1]([CH2:4][C:5]1[CH:39]=[CH:38][C:8]([CH2:9][CH2:10][CH2:11][NH:12][C:13]2[CH:18]=[C:17]([O:19][CH3:20])[CH:16]=[CH:15][C:14]=2[C@@H:21]2[CH2:30][CH2:29][C:28]3[CH:27]=[C:26]([O:31]C(=O)C(C)(C)C)[CH:25]=[CH:24][C:23]=3[CH2:22]2)=[CH:7][CH:6]=1)(O)=O.[NH3:40]. (7) Given the product [CH2:7]([O:6][C:5]1[C:9]([C:13]([OH:17])=[O:14])=[N:10][C:11]([OH:15])=[N:12][C:4]=1[OH:16])[CH3:8], predict the reactants needed to synthesize it. The reactants are: C(O[C:4](=[O:16])[C:5](=[C:9]1[C:13](=[O:14])[NH:12][C:11](=[O:15])[NH:10]1)[O:6][CH2:7][CH3:8])C.[OH-:17].[K+].Cl.